From a dataset of Experimentally validated miRNA-target interactions with 360,000+ pairs, plus equal number of negative samples. Binary Classification. Given a miRNA mature sequence and a target amino acid sequence, predict their likelihood of interaction. (1) The miRNA is mmu-miR-10b-5p with sequence UACCCUGUAGAACCGAAUUUGUG. The protein sequence of the target gene is MNGKRPADPGPARPMKKGKKQVSAEFSDAVTEEILRKQVAEAWSCRTPFSHEAIALDMDPFLHCVIPNFIQSQDFLEGLHKELLSLDFHEKYNDLYKFQQSDDLKNRKEPHISALRKLMFEDFRAWLSKVSGIDLEPTIDMSCAKYEFTDALLCHDDELEGRRIAFILYLVPSWDRDLGGTLDLYDTDEHLQPKQIVKSLIPSWNKLVFFEVSPVSFHQVSEVLSEETSRLSISGWFYGPSLTRPPTYFEPPIPRNPHIPQDHEILYEWINPAYLEMDYQMQIQEEFEERSEILLKEFLK.... Result: 1 (interaction). (2) The miRNA is hsa-miR-6779-5p with sequence CUGGGAGGGGCUGGGUUUGGC. The protein sequence of the target gene is MGSGTSTQHHFAFQNAERAFKAAALIQRWYRRYVARLEMRRRCTWSIFQSIEYAGQQDQVKLHDFFSYLMDHFIPSSHNDRDFLTRIFTEDRFAQDSEMKKCSDYESIEVPDSYTGPRLSFPLLPDHATALVEAFRLKQQLHARYVLNLLYETKKHLVQLPNINRVSTCYSEEITVCGDLHGQLDDLIFIFYKNGLPSPERSYVFNGDFVDRGKDSVEILMILFAFMLVYPKEFHLNRGNHEDHMVNLRYGFTKEVMNKYKVHGKEILRTLQDVFCWLPLATLIDEKVLILHGGVSDITD.... Result: 1 (interaction). (3) The miRNA is hsa-miR-5571-3p with sequence GUCCUAGGAGGCUCCUCUG. The protein sequence of the target gene is MEKKKNNNNGGDFGEEESSIDGDILESILSYLPLLDLDSACQVSKSWNRAVFYSLRRLKTMPWLFVYNQRNSPPYTMATMAMAYDPKSEAWIELNTASSPVEHVSVARSSHSTLLYALSPARFSFSTDAFHLTWQHVAPPRVWRIDPIVAVVGRSLIIAGGVCDFEEDRFAVELFDIESGDGAWERCESMPDFLYESASSTWLSVAVSSEKMYVTEKRSGVTCSFNPVTRSWTKLLDLCPGECSLYSRSIGFSVNRLIMAGIIGDEYNPTGIELWEVIDSDESHLKFESIGSMPETYLEK.... Result: 0 (no interaction). (4) The miRNA is hsa-miR-484 with sequence UCAGGCUCAGUCCCCUCCCGAU. The protein sequence of the target gene is MKDKQKKKKERTWAEAARLVLENYSDAPMTPKQILQVIEAEGLKEMRSGTSPLACLNAMLHSNSRGGEGLFYKLPGRISLFTLKKDALQWSRHPATVEGEEPEDTADVESCGSNEASTVSGENDVSLDETSSNASCSTESQSRPLSNPRDSYRASSQANKQKKKTGVMLPRVVLTPLKVNGAHVESASGFSGCHADGESGSPSSSSSGSLALGSAAIRGQAEVTQDPAPLLRGFRKPATGQMKRNRGEEIDFETPGSILVNTNLRALINSRTFHALPSHFQQQLLFLLPEVDRQVGTDGL.... Result: 1 (interaction). (5) The miRNA is hsa-miR-4318 with sequence CACUGUGGGUACAUGCU. The protein sequence of the target gene is MDEAVGDLKQALPCVAESPTVHVEVHQRGSSTAKKEDINLSVRKLLNRHNIVFGDYTWTEFDEPFLTRNVQSVSIIDTELKVKDSQPIDLSACTVALHIFQLNEDGPSSENLEEETENIIAANHWVLPAAEFHGLWDSLVYDVEVKSHLLDYVMTTLLFSDKNVNSNLITWNRVVLLHGPPGTGKTSLCKALAQKLTIRLSSRYRYGQLIEINSHSLFSKWFSESGKLVTKMFQKIQDLIDDKDALVFVLIDEVESLTAARNACRAGTEPSDAIRVVNAVLTQIDQIKRHSNVVILTTSN.... Result: 1 (interaction).